From a dataset of Reaction yield outcomes from USPTO patents with 853,638 reactions. Predict the reaction yield, written as a fraction of the theoretical maximum amount of product (1.0 means a 100% yield; for example, 0.34 means a 34% yield). (1) The reactants are [CH3:1][O:2][C:3]1N=[C:5]2[C:10](=[CH:11][CH:12]=1)[N:9]=[CH:8][CH:7]=[C:6]2[N:13]1[CH:21]=[C:20]2[C:15](C[CH2:17][CH:18]([NH2:22])[CH2:19]2)=[N:14]1.Br[CH2:24][CH2:25][O:26][C:27]1[CH:32]=[C:31]([F:33])[CH:30]=[C:29]([F:34])[CH:28]=1.[C:35]([O-])([O-])=O.[Cs+].[Cs+].[Na+].[I-]. The catalyst is CN(C=O)C. The product is [F:34][C:29]1[CH:28]=[C:27]([CH:32]=[C:31]([F:33])[CH:30]=1)[O:26][CH2:25][CH2:24][NH:22][CH:18]([CH3:17])[CH2:19][C:20]1[CH:15]=[N:14][N:13]([C:6]2[C:5]3[C:10](=[CH:11][CH:12]=[C:3]([O:2][CH3:1])[CH:35]=3)[N:9]=[CH:8][CH:7]=2)[CH:21]=1. The yield is 0.290. (2) The reactants are [O:1]=[S:2](Cl)Cl.[Br:5][C:6]1[CH:7]=[C:8]([C:12]([NH:16][C:17](=[O:23])[O:18][C:19]([CH3:22])([CH3:21])[CH3:20])([CH3:15])[CH2:13][OH:14])[CH:9]=[CH:10][CH:11]=1.N1C=CC=CC=1. The catalyst is CC#N. The product is [C:19]([O:18][C:17]([N:16]1[C:12]([C:8]2[CH:9]=[CH:10][CH:11]=[C:6]([Br:5])[CH:7]=2)([CH3:15])[CH2:13][O:14][S:2]1=[O:1])=[O:23])([CH3:20])([CH3:21])[CH3:22]. The yield is 0.890. (3) The reactants are S(Cl)([Cl:3])=O.[CH2:5]1[C:13]2[C:8](=[CH:9][C:10]([CH2:14]O)=[CH:11][CH:12]=2)[CH2:7][CH2:6]1. The catalyst is C(Cl)(Cl)Cl. The product is [Cl:3][CH2:14][C:10]1[CH:9]=[C:8]2[C:13](=[CH:12][CH:11]=1)[CH2:5][CH2:6][CH2:7]2. The yield is 0.990. (4) The reactants are [F:1][C:2]1[CH:7]=[CH:6][C:5]([N:8]2[C:11](=[O:12])[C@H:10]([S:13][CH2:14][C:15]([C:17]3[CH:22]=[CH:21][C:20]([F:23])=[CH:19][CH:18]=3)=[O:16])[C@H:9]2[C:24]2[CH:39]=[CH:38][C:27]([O:28][CH2:29][C:30]([NH:32][C@H:33]([C:35]([OH:37])=O)[CH3:34])=[O:31])=[CH:26][CH:25]=2)=[CH:4][CH:3]=1.Cl.C([O:45][C:46](=[O:52])[C@@H:47]([CH:49]([CH3:51])[CH3:50])[NH2:48])(C)(C)C.CN1CCOCC1.CN(C(ON1N=NC2C=CC=CC1=2)=[N+](C)C)C.[B-](F)(F)(F)F.C(O)(C(F)(F)F)=O. The catalyst is C(Cl)Cl.C1(C)C=CC=CC=1. The product is [F:1][C:2]1[CH:3]=[CH:4][C:5]([N:8]2[C:11](=[O:12])[C@H:10]([S:13][CH2:14][CH:15]([C:17]3[CH:18]=[CH:19][C:20]([F:23])=[CH:21][CH:22]=3)[OH:16])[C@H:9]2[C:24]2[CH:25]=[CH:26][C:27]([O:28][CH2:29][C:30]([NH:32][C@H:33]([C:35]([NH:48][C@@H:47]([C:46]([OH:52])=[O:45])[CH:49]([CH3:51])[CH3:50])=[O:37])[CH3:34])=[O:31])=[CH:38][CH:39]=2)=[CH:6][CH:7]=1. The yield is 0.770. (5) The reactants are CSC[CH2:4][C:5]1[C:14]2[C:9](=[CH:10][CH:11]=[CH:12][CH:13]=2)[CH:8]=[C:7]([C:15]([OH:17])=[O:16])[N:6]=1.Cl.COC(=O)[C@H](CC1C=CC=CC=1)N. No catalyst specified. The product is [CH3:4][C:5]1[C:14]2[C:9](=[CH:10][CH:11]=[CH:12][CH:13]=2)[CH:8]=[C:7]([C:15]([OH:17])=[O:16])[N:6]=1. The yield is 0.110. (6) The reactants are [NH:1]1[CH2:6][CH2:5][CH:4]([CH2:7][OH:8])[CH2:3][CH2:2]1.[CH3:9][O:10][C:11]1[CH:18]=[CH:17][C:14]([CH:15]=O)=[CH:13][CH:12]=1.C(O)(=O)C.[BH-](OC(C)=O)(OC(C)=O)OC(C)=O.[Na+]. The catalyst is C1COCC1.ClCCCl.C(Cl)Cl.[OH-].[Na+]. The product is [CH3:9][O:10][C:11]1[CH:18]=[CH:17][C:14]([CH2:15][N:1]2[CH2:6][CH2:5][CH:4]([CH2:7][OH:8])[CH2:3][CH2:2]2)=[CH:13][CH:12]=1. The yield is 0.460.